This data is from Peptide-MHC class II binding affinity with 134,281 pairs from IEDB. The task is: Regression. Given a peptide amino acid sequence and an MHC pseudo amino acid sequence, predict their binding affinity value. This is MHC class II binding data. (1) The peptide sequence is KKTHISYIMLIFFVLMV. The MHC is DRB1_1101 with pseudo-sequence DRB1_1101. The binding affinity (normalized) is 0. (2) The peptide sequence is SSVFNVVNSSIGLIM. The MHC is DRB1_0802 with pseudo-sequence DRB1_0802. The binding affinity (normalized) is 0.373. (3) The peptide sequence is VLSILSSPTKRSQTF. The MHC is DRB1_0101 with pseudo-sequence DRB1_0101. The binding affinity (normalized) is 0.717. (4) The peptide sequence is GEAGIAGFKGEQGPK. The MHC is H-2-IAq with pseudo-sequence H-2-IAq. The binding affinity (normalized) is 0.233. (5) The peptide sequence is SQDLELSWNLNGLQAQ. The MHC is HLA-DQA10301-DQB10302 with pseudo-sequence HLA-DQA10301-DQB10302. The binding affinity (normalized) is 0.369. (6) The peptide sequence is DEAHFLDPASIAARG. The MHC is HLA-DQA10201-DQB10301 with pseudo-sequence HLA-DQA10201-DQB10301. The binding affinity (normalized) is 0.399. (7) The peptide sequence is GFGMLLRKYGIAAENVIDVK. The MHC is HLA-DPA10201-DPB11401 with pseudo-sequence HLA-DPA10201-DPB11401. The binding affinity (normalized) is 0.876. (8) The peptide sequence is TLWQRPLVTIKIGGQLIEAL. The MHC is DRB1_0701 with pseudo-sequence DRB1_0701. The binding affinity (normalized) is 0.248. (9) The peptide sequence is DIAMGYVVSSFDNIK. The MHC is DRB1_0101 with pseudo-sequence DRB1_0101. The binding affinity (normalized) is 0.485. (10) The peptide sequence is MSGHALAARTLLAAA. The MHC is DRB1_0301 with pseudo-sequence DRB1_0301. The binding affinity (normalized) is 0.336.